This data is from Full USPTO retrosynthesis dataset with 1.9M reactions from patents (1976-2016). The task is: Predict the reactants needed to synthesize the given product. (1) Given the product [CH:1]1([C:18]([C:17]2[C:11]3[N:10]=[C:9]([CH:6]4[CH2:7][CH2:8]4)[NH:13][C:12]=3[CH:14]=[C:15]([C:26]3[C:27]([CH3:32])=[N:28][O:29][C:30]=3[CH3:31])[CH:16]=2)([C:20]2[CH:25]=[CH:24][CH:23]=[CH:22][N:21]=2)[OH:19])[CH2:3][CH2:2]1, predict the reactants needed to synthesize it. The reactants are: [CH:1]1([Mg]Br)[CH2:3][CH2:2]1.[CH:6]1([C:9]2[NH:13][C:12]3[CH:14]=[C:15]([C:26]4[C:27]([CH3:32])=[N:28][O:29][C:30]=4[CH3:31])[CH:16]=[C:17]([C:18]([C:20]4[CH:25]=[CH:24][CH:23]=[CH:22][N:21]=4)=[O:19])[C:11]=3[N:10]=2)[CH2:8][CH2:7]1. (2) Given the product [C:42]([C:39]1([NH:38][C:19]([C@@H:14]2[CH2:15][CH2:16][CH2:17][CH2:18][C@H:13]2[C:11]2[N:12]=[C:8]([N:5]3[CH2:6][CH2:7][C:2]([F:36])([F:1])[CH2:3][CH2:4]3)[S:9][C:10]=2[C:22]2[CH:23]=[CH:24][C:25]([N:28]3[CH2:29][CH2:30][S:31](=[O:34])(=[O:35])[CH2:32][CH2:33]3)=[CH:26][CH:27]=2)=[O:21])[CH2:41][CH2:40]1)#[N:43], predict the reactants needed to synthesize it. The reactants are: [F:1][C:2]1([F:36])[CH2:7][CH2:6][N:5]([C:8]2[S:9][C:10]([C:22]3[CH:27]=[CH:26][C:25]([N:28]4[CH2:33][CH2:32][S:31](=[O:35])(=[O:34])[CH2:30][CH2:29]4)=[CH:24][CH:23]=3)=[C:11]([C@@H:13]3[CH2:18][CH2:17][CH2:16][CH2:15][C@H:14]3[C:19]([OH:21])=O)[N:12]=2)[CH2:4][CH2:3]1.Cl.[NH2:38][C:39]1([C:42]#[N:43])[CH2:41][CH2:40]1.CCN(C(C)C)C(C)C.CN(C(ON1N=NC2C=CC=NC1=2)=[N+](C)C)C.F[P-](F)(F)(F)(F)F. (3) Given the product [CH3:3][NH:5][C:7]1[CH:8]=[C:9]([NH:13]/[C:14](=[C:21]2\[C:22](=[O:30])[NH:23][C:24]3[C:29]\2=[CH:28][CH:27]=[CH:26][CH:25]=3)/[C:15]2[CH:20]=[CH:19][CH:18]=[CH:17][CH:16]=2)[CH:10]=[CH:11][CH:12]=1, predict the reactants needed to synthesize it. The reactants are: FC(F)(F)[C:3]([N:5]([C:7]1[CH:8]=[C:9]([NH:13]/[C:14](=[C:21]2\[C:22](=[O:30])[NH:23][C:24]3[C:29]\2=[CH:28][CH:27]=[CH:26][CH:25]=3)/[C:15]2[CH:20]=[CH:19][CH:18]=[CH:17][CH:16]=2)[CH:10]=[CH:11][CH:12]=1)C)=O.[OH-].[Na+]. (4) Given the product [CH2:1]([O:3][C:4]([C:6]1[CH:7]=[C:8]2[C:13](=[CH:14][CH:15]=1)[NH:12][CH:11]([C:16]1[CH:21]=[CH:20][C:19]([N:25]3[CH2:30][CH2:29][O:28][CH2:27][CH2:26]3)=[CH:18][CH:17]=1)[C:10]([CH3:24])([CH3:23])[CH2:9]2)=[O:5])[CH3:2], predict the reactants needed to synthesize it. The reactants are: [CH2:1]([O:3][C:4]([C:6]1[CH:7]=[C:8]2[C:13](=[CH:14][CH:15]=1)[NH:12][CH:11]([C:16]1[CH:21]=[CH:20][C:19](Br)=[CH:18][CH:17]=1)[C:10]([CH3:24])([CH3:23])[CH2:9]2)=[O:5])[CH3:2].[NH:25]1[CH2:30][CH2:29][O:28][CH2:27][CH2:26]1.Cl.CN(C)CC(O)=O.C(=O)([O-])[O-].[K+].[K+]. (5) Given the product [C:24]([S:26][CH:6]1[CH2:7][N:8]([C:10]2[S:11][CH:12]=[C:13]([C:15](=[O:23])[NH:16][C:17]3[CH:18]=[CH:19][CH:20]=[CH:21][CH:22]=3)[N:14]=2)[CH2:9]1)(=[O:27])[CH3:25], predict the reactants needed to synthesize it. The reactants are: CS(O[CH:6]1[CH2:9][N:8]([C:10]2[S:11][CH:12]=[C:13]([C:15](=[O:23])[NH:16][C:17]3[CH:22]=[CH:21][CH:20]=[CH:19][CH:18]=3)[N:14]=2)[CH2:7]1)(=O)=O.[C:24]([O-:27])(=[S:26])[CH3:25].[K+]. (6) Given the product [N+:3]([C:6]1[CH:10]=[N:9][N:8]([CH2:11][C:12]2[O:16][C:15]([C:17](=[O:19])[CH3:18])=[CH:14][CH:13]=2)[N:7]=1)([O-:5])=[O:4], predict the reactants needed to synthesize it. The reactants are: N#N.[N+:3]([C:6]1[CH:10]=[N:9][N:8]([CH2:11][C:12]2[O:16][C:15]([CH:17]([OH:19])[CH3:18])=[CH:14][CH:13]=2)[N:7]=1)([O-:5])=[O:4]. (7) Given the product [C:1]([O:4][CH2:5][C:6]1[CH:11]=[C:10]([O:12][C:13]2[C:18]3[CH:19]=[CH:20][O:21][C:17]=3[CH:16]=[CH:15][N:14]=2)[CH:9]=[CH:8][C:7]=1[C:32]1[C:33]([CH3:39])=[N:34][CH:35]=[N:36][C:37]=1[CH3:38])(=[O:3])[CH3:2], predict the reactants needed to synthesize it. The reactants are: [C:1]([O:4][CH2:5][C:6]1[CH:11]=[C:10]([O:12][C:13]2[C:18]3[CH:19]=[CH:20][O:21][C:17]=3[CH:16]=[CH:15][N:14]=2)[CH:9]=[CH:8][C:7]=1B1OC(C)(C)C(C)(C)O1)(=[O:3])[CH3:2].Br[C:32]1[C:33]([CH3:39])=[N:34][CH:35]=[N:36][C:37]=1[CH3:38].C(=O)([O-])[O-].[K+].[K+]. (8) Given the product [Cl:1][C:2]1[CH:3]=[CH:4][C:5]([C:40]#[N:41])=[C:6]([C:8]2[C:13]([O:14][CH3:15])=[CH:12][N:11]([CH:16]([CH2:31][C:32]3([CH3:38])[CH2:37][CH2:36][O:35][CH2:34][CH2:33]3)[C:17]([NH:19][C:20]3[CH:30]=[CH:29][C:23]([C:24]([OH:26])=[O:25])=[CH:22][CH:21]=3)=[O:18])[C:10](=[O:39])[CH:9]=2)[CH:7]=1, predict the reactants needed to synthesize it. The reactants are: [Cl:1][C:2]1[CH:3]=[CH:4][C:5]([C:40]#[N:41])=[C:6]([C:8]2[C:13]([O:14][CH3:15])=[CH:12][N:11]([CH:16]([CH2:31][C:32]3([CH3:38])[CH2:37][CH2:36][O:35][CH2:34][CH2:33]3)[C:17]([NH:19][C:20]3[CH:30]=[CH:29][C:23]([C:24]([O:26]CC)=[O:25])=[CH:22][CH:21]=3)=[O:18])[C:10](=[O:39])[CH:9]=2)[CH:7]=1.C(=O)([O-])[O-].[Cs+].[Cs+]. (9) Given the product [CH3:30][S:27]([C:24]1[CH:25]=[CH:26][C:21]([O:20][C:16]2[CH:17]=[C:18]3[C:13](=[C:14]([O:31][CH:32]4[CH2:37][CH2:36][O:35][CH2:34][CH2:33]4)[CH:15]=2)[NH:12][C:11]([C:9]2[S:10][CH:6]([CH2:5][C:4]([OH:38])=[O:3])[CH2:7][N:8]=2)=[CH:19]3)=[N:22][CH:23]=1)(=[O:29])=[O:28], predict the reactants needed to synthesize it. The reactants are: C([O:3][C:4](=[O:38])[CH2:5][CH:6]1[S:10][C:9]([C:11]2[NH:12][C:13]3[C:18]([CH:19]=2)=[CH:17][C:16]([O:20][C:21]2[CH:26]=[CH:25][C:24]([S:27]([CH3:30])(=[O:29])=[O:28])=[CH:23][N:22]=2)=[CH:15][C:14]=3[O:31][CH:32]2[CH2:37][CH2:36][O:35][CH2:34][CH2:33]2)=[N:8][CH2:7]1)C.[OH-].[Na+].C(O)C.Cl. (10) The reactants are: [F:1][C@H:2]1[C@@H:7]([O:8][C:9]2[CH:10]=[CH:11][CH:12]=[C:13]3[C:18]=2[N:17]=[C:16]([C:19]2[N:23]4[CH:24]=[C:25]([F:28])[CH:26]=[CH:27][C:22]4=[N:21][N:20]=2)[CH:15]=[CH:14]3)[CH2:6][CH2:5][N:4](C(OC(C)(C)C)=O)[CH2:3]1.C(O)(C(F)(F)F)=O. Given the product [F:28][C:25]1[CH:26]=[CH:27][C:22]2[N:23]([C:19]([C:16]3[CH:15]=[CH:14][C:13]4[C:18](=[C:9]([O:8][C@H:7]5[CH2:6][CH2:5][NH:4][CH2:3][C@H:2]5[F:1])[CH:10]=[CH:11][CH:12]=4)[N:17]=3)=[N:20][N:21]=2)[CH:24]=1, predict the reactants needed to synthesize it.